From a dataset of Drug-target binding data from BindingDB using IC50 measurements. Regression. Given a target protein amino acid sequence and a drug SMILES string, predict the binding affinity score between them. We predict pIC50 (pIC50 = -log10(IC50 in M); higher means more potent). Dataset: bindingdb_ic50. The drug is CCCC(=O)c1cnn(-c2ccc(NC(=O)Nc3cc(C)ccc3OCCCC(=O)O)cc2)c1C. The target protein (Q9EPX4) has sequence MEVPGANATSANTTSIPGTSTLCSRDYKITQVLFPLLYTVLFFAGLITNSLAMRIFFQIRSKSNFIIFLKNTVISDLLMILTFPFKILSDAKLGAGHLRTLVCQVTSVTFYFTMYISISFLGLITIDRYLKTTRPFKTSSPSNLLGAKILSVAIWAFMFLLSLPNMILTNRRPKDKDITKCSFLKSEFGLVWHEIVNYICQVIFWINFLIVIVCYSLITKELYRSYVRTRGSAKAPKKRVNIKVFIIIAVFFICFVPFHFARIPYTLSQTRAVFDCNAENTLFYVKESTLWLTSLNACLDPFIYFFLCKSFRNSLMSMLRCSTSGANKKKGQEGGDPSEETPM. The pIC50 is 4.5.